This data is from Full USPTO retrosynthesis dataset with 1.9M reactions from patents (1976-2016). The task is: Predict the reactants needed to synthesize the given product. (1) Given the product [CH3:1][O:2][C:3]([C:5]1[CH:6]=[C:7]([Cl:24])[CH:8]=[C:9]2[C:14]=1[NH:13][CH:12]([C:15]1[CH:20]=[CH:19][CH:18]=[C:17]([N:25]3[CH2:30][CH2:29][O:28][CH2:27][CH2:26]3)[CH:16]=1)[C:11]([CH3:23])([CH3:22])[CH2:10]2)=[O:4], predict the reactants needed to synthesize it. The reactants are: [CH3:1][O:2][C:3]([C:5]1[CH:6]=[C:7]([Cl:24])[CH:8]=[C:9]2[C:14]=1[NH:13][CH:12]([C:15]1[CH:20]=[CH:19][CH:18]=[C:17](Br)[CH:16]=1)[C:11]([CH3:23])([CH3:22])[CH2:10]2)=[O:4].[NH:25]1[CH2:30][CH2:29][O:28][CH2:27][CH2:26]1.Cl.CN(C)CC(O)=O.C(=O)([O-])[O-].[K+].[K+]. (2) Given the product [CH3:32][O:31][C:28]1[CH:29]=[CH:30][C:25]([CH:2]2[C:10]3[C:5](=[CH:6][CH:7]=[CH:8][CH:9]=3)[CH:4]([C:11]3[CH:16]=[CH:15][C:14]4[O:17][CH2:18][O:19][C:13]=4[CH:12]=3)[CH:3]2[C:20]([OH:22])=[O:21])=[CH:26][CH:27]=1, predict the reactants needed to synthesize it. The reactants are: O[C:2]1([C:25]2[CH:30]=[CH:29][C:28]([O:31][CH3:32])=[CH:27][CH:26]=2)[C:10]2[C:5](=[CH:6][CH:7]=[CH:8][CH:9]=2)[C:4]([C:11]2[CH:16]=[CH:15][C:14]3[O:17][CH2:18][O:19][C:13]=3[CH:12]=2)=[C:3]1[C:20]([O:22]CC)=[O:21].C([SiH](CC)CC)C.B(F)(F)F.CCOCC. (3) Given the product [N+:17]([C:20]1[CH:25]=[C:24]([C:2]2[C:10]3[C:5](=[CH:6][CH:7]=[CH:8][CH:9]=3)[NH:4][C:3]=2[C:11]2[CH:16]=[CH:15][CH:14]=[CH:13][CH:12]=2)[CH:23]=[CH:22][CH:21]=1)([O-:19])=[O:18], predict the reactants needed to synthesize it. The reactants are: Br[C:2]1[C:10]2[C:5](=[CH:6][CH:7]=[CH:8][CH:9]=2)[NH:4][C:3]=1[C:11]1[CH:16]=[CH:15][CH:14]=[CH:13][CH:12]=1.[N+:17]([C:20]1[CH:21]=[C:22](B(O)O)[CH:23]=[CH:24][CH:25]=1)([O-:19])=[O:18].[OH-].[Ba+2].[OH-]. (4) Given the product [Cl:1][C:2]1[C:3]([F:12])=[C:4]([C:5]2[CH:15]=[C:14]([C:13]([O:17][CH3:18])=[O:16])[O:7][N:6]=2)[C:8]([F:11])=[CH:9][CH:10]=1, predict the reactants needed to synthesize it. The reactants are: [Cl:1][C:2]1[C:3]([F:12])=[C:4]([C:8]([F:11])=[CH:9][CH:10]=1)[CH:5]=[N:6][OH:7].[C:13]([O:17][CH3:18])(=[O:16])[C:14]#[CH:15].Cl[O-].[Na+].